This data is from Reaction yield outcomes from USPTO patents with 853,638 reactions. The task is: Predict the reaction yield, written as a fraction of the theoretical maximum amount of product (1.0 means a 100% yield; for example, 0.34 means a 34% yield). (1) The catalyst is O.C(OCC)(=O)C. The yield is 0.740. The product is [O:16]1[C:17]2([CH2:18][CH2:19][CH:20]([N:23]3[C:28](=[O:29])[C:27]([CH2:30][C:31]4[CH:36]=[CH:35][C:34]([C:37]5[CH:42]=[CH:41][CH:40]=[CH:39][C:38]=5[C:43]5[NH:3][C:4](=[O:7])[O:5][N:44]=5)=[CH:33][CH:32]=4)=[C:26]([CH2:45][CH2:46][CH3:47])[N:25]4[N:48]=[C:49]([CH3:51])[N:50]=[C:24]34)[CH2:21][CH2:22]2)[O:13][CH2:14][CH2:15]1. The reactants are [Cl-].O[NH3+:3].[C:4](=[O:7])([O-])[OH:5].[Na+].CS(C)=O.[O:13]1[C:17]2([CH2:22][CH2:21][CH:20]([N:23]3[C:28](=[O:29])[C:27]([CH2:30][C:31]4[CH:36]=[CH:35][C:34]([C:37]5[C:38]([C:43]#[N:44])=[CH:39][CH:40]=[CH:41][CH:42]=5)=[CH:33][CH:32]=4)=[C:26]([CH2:45][CH2:46][CH3:47])[N:25]4[N:48]=[C:49]([CH3:51])[N:50]=[C:24]34)[CH2:19][CH2:18]2)[O:16][CH2:15][CH2:14]1. (2) The reactants are C(OC(=O)[N:7]([C:15]1[S:16][C:17]([CH2:21][C:22]2[C:30]3[C:25](=[N:26][CH:27]=[CH:28][CH:29]=3)[NH:24][CH:23]=2)=[C:18]([Cl:20])[N:19]=1)[CH2:8][C:9]1[CH:14]=[CH:13][N:12]=[CH:11][CH:10]=1)(C)(C)C.Cl.C(=O)(O)[O-].[Na+]. The catalyst is ClCCl. The product is [Cl:20][C:18]1[N:19]=[C:15]([NH:7][CH2:8][C:9]2[CH:14]=[CH:13][N:12]=[CH:11][CH:10]=2)[S:16][C:17]=1[CH2:21][C:22]1[C:30]2[C:25](=[N:26][CH:27]=[CH:28][CH:29]=2)[NH:24][CH:23]=1. The yield is 0.700.